From a dataset of NCI-60 drug combinations with 297,098 pairs across 59 cell lines. Regression. Given two drug SMILES strings and cell line genomic features, predict the synergy score measuring deviation from expected non-interaction effect. (1) Drug 1: CC(C1=C(C=CC(=C1Cl)F)Cl)OC2=C(N=CC(=C2)C3=CN(N=C3)C4CCNCC4)N. Drug 2: CC12CCC(CC1=CCC3C2CCC4(C3CC=C4C5=CN=CC=C5)C)O. Cell line: NCI-H522. Synergy scores: CSS=7.74, Synergy_ZIP=-1.32, Synergy_Bliss=0.189, Synergy_Loewe=-1.03, Synergy_HSA=-0.912. (2) Drug 1: C1=CC(=CC=C1CC(C(=O)O)N)N(CCCl)CCCl.Cl. Drug 2: CCC1(CC2CC(C3=C(CCN(C2)C1)C4=CC=CC=C4N3)(C5=C(C=C6C(=C5)C78CCN9C7C(C=CC9)(C(C(C8N6C)(C(=O)OC)O)OC(=O)C)CC)OC)C(=O)OC)O.OS(=O)(=O)O. Cell line: NCI-H322M. Synergy scores: CSS=3.86, Synergy_ZIP=-1.82, Synergy_Bliss=-1.68, Synergy_Loewe=-32.4, Synergy_HSA=-5.05.